Predict which catalyst facilitates the given reaction. From a dataset of Catalyst prediction with 721,799 reactions and 888 catalyst types from USPTO. (1) Reactant: [OH:1][C@H:2]([CH2:7][OH:8])[C:3]([O:5][CH3:6])=[O:4].C(N(CC)CC)C.[Si:16](Cl)([C:19]([CH3:22])([CH3:21])[CH3:20])([CH3:18])[CH3:17].[Cl-].[NH4+]. Product: [Si:16]([O:8][CH2:7][C@@H:2]([OH:1])[C:3]([O:5][CH3:6])=[O:4])([C:19]([CH3:22])([CH3:21])[CH3:20])([CH3:18])[CH3:17]. The catalyst class is: 172. (2) Reactant: [CH3:1][C:2]1[N:3]=[CH:4][N:5]([C:8]2[CH:9]=[C:10]([CH:12]=[CH:13][CH:14]=2)[NH2:11])[C:6]=1[CH3:7].[F:15][C:16]([F:29])([F:28])[C:17]1[CH:22]=[CH:21][CH:20]=[CH:19][C:18]=1[CH:23]=[CH:24][C:25](O)=[O:26].Cl.C(N=C=NCCCN(C)C)C. Product: [F:15][C:16]([F:28])([F:29])[C:17]1[CH:22]=[CH:21][CH:20]=[CH:19][C:18]=1/[CH:23]=[CH:24]/[C:25]([NH:11][C:10]1[CH:12]=[CH:13][CH:14]=[C:8]([N:5]2[C:6]([CH3:7])=[C:2]([CH3:1])[N:3]=[CH:4]2)[CH:9]=1)=[O:26]. The catalyst class is: 98.